From a dataset of Full USPTO retrosynthesis dataset with 1.9M reactions from patents (1976-2016). Predict the reactants needed to synthesize the given product. (1) Given the product [CH2:1]([O:3][C:4]1[CH:18]=[CH:17][C:7]([O:8][C:9]2[CH:10]=[C:11]([CH:14]=[CH:15][CH:16]=2)[CH2:12][NH2:13])=[CH:6][CH:5]=1)[CH3:2], predict the reactants needed to synthesize it. The reactants are: [CH2:1]([O:3][C:4]1[CH:18]=[CH:17][C:7]([O:8][C:9]2[CH:10]=[C:11]([CH:14]=[CH:15][CH:16]=2)[C:12]#[N:13])=[CH:6][CH:5]=1)[CH3:2].C1COCC1.[H-].[Al+3].[Li+].[H-].[H-].[H-].[OH-].[Na+]. (2) Given the product [CH3:1][S:2][C:3]1[CH:11]=[CH:10][CH:9]=[CH:8][C:4]=1[CH2:5][OH:6], predict the reactants needed to synthesize it. The reactants are: [CH3:1][S:2][C:3]1[CH:11]=[CH:10][CH:9]=[CH:8][C:4]=1[C:5](O)=[O:6].O. (3) The reactants are: [CH2:1]([O:3][C:4]1[CH:5]=[CH:6][C:7]([F:18])=[C:8]([C:10]2[CH:15]=[C:14]([CH3:16])[N:13]=[C:12](I)[N:11]=2)[CH:9]=1)[CH3:2].[O:19]=[C:20]1[C@@:25]([NH:29][C:30](=[O:36])[O:31][C:32]([CH3:35])([CH3:34])[CH3:33])([CH2:26][C:27]#[CH:28])[CH2:24][CH2:23][CH2:22][N:21]1[CH2:37][O:38][CH2:39][CH2:40][Si:41]([CH3:44])([CH3:43])[CH3:42].N(CC)CC. Given the product [CH2:1]([O:3][C:4]1[CH:5]=[CH:6][C:7]([F:18])=[C:8]([C:10]2[CH:15]=[C:14]([CH3:16])[N:13]=[C:12]([C:28]#[C:27][CH2:26][C@@:25]3([NH:29][C:30](=[O:36])[O:31][C:32]([CH3:34])([CH3:33])[CH3:35])[CH2:24][CH2:23][CH2:22][N:21]([CH2:37][O:38][CH2:39][CH2:40][Si:41]([CH3:43])([CH3:42])[CH3:44])[C:20]3=[O:19])[N:11]=2)[CH:9]=1)[CH3:2], predict the reactants needed to synthesize it. (4) Given the product [N+:15]([C:7]1[CH:6]=[C:5]([C:1](=[O:4])[CH2:2][CH3:3])[CH:10]=[CH:9][C:8]=1[NH:11][C:12](=[O:14])[CH3:13])([O-:17])=[O:16], predict the reactants needed to synthesize it. The reactants are: [C:1]([C:5]1[CH:10]=[CH:9][C:8]([NH:11][C:12](=[O:14])[CH3:13])=[CH:7][CH:6]=1)(=[O:4])[CH2:2][CH3:3].[N+:15]([O-])([OH:17])=[O:16].O. (5) Given the product [CH2:15]([C@:10]1([C:13]#[N:14])[CH2:11][CH2:12][N:8]([C:6]2[CH:5]=[CH:4][N:3]=[C:2]([NH:18][C:19]3[CH:24]=[CH:23][C:22]([C:25]4([CH2:31][OH:32])[CH2:30][CH2:29][O:28][CH2:27][CH2:26]4)=[CH:21][CH:20]=3)[N:7]=2)[C:9]1=[O:17])[CH3:16], predict the reactants needed to synthesize it. The reactants are: Cl[C:2]1[N:7]=[C:6]([N:8]2[CH2:12][CH2:11][C@:10]([CH2:15][CH3:16])([C:13]#[N:14])[C:9]2=[O:17])[CH:5]=[CH:4][N:3]=1.[NH2:18][C:19]1[CH:24]=[CH:23][C:22]([C:25]2([CH2:31][OH:32])[CH2:30][CH2:29][O:28][CH2:27][CH2:26]2)=[CH:21][CH:20]=1.C(O)(=O)C. (6) Given the product [Cl:15][C:14]1[C:13]2[C:8](=[CH:9][CH:10]=[C:11]([C:36]3[CH:37]=[CH:38][C:39]([NH:42][CH:43]4[CH2:47][CH2:46][CH2:45][CH2:44]4)=[CH:40][N:41]=3)[CH:12]=2)[N:7]([C:25]2[CH:30]=[CH:29][C:28]([O:31][CH:32]([CH3:34])[CH3:33])=[CH:27][CH:26]=2)[C:6]=1[C:4]([OH:3])=[O:5], predict the reactants needed to synthesize it. The reactants are: C([O:3][C:4]([C:6]1[N:7]([C:25]2[CH:30]=[CH:29][C:28]([O:31][CH:32]([CH3:34])[CH3:33])=[CH:27][CH:26]=2)[C:8]2[C:13]([C:14]=1[Cl:15])=[CH:12][C:11](B1OC(C)(C)C(C)(C)O1)=[CH:10][CH:9]=2)=[O:5])C.Br[C:36]1[N:41]=[CH:40][C:39]([NH:42][CH:43]2[CH2:47][CH2:46][CH2:45][CH2:44]2)=[CH:38][CH:37]=1.